From a dataset of Forward reaction prediction with 1.9M reactions from USPTO patents (1976-2016). Predict the product of the given reaction. (1) Given the reactants [F:1][C:2]1[CH:18]=[C:17]([N+:19]([O-:21])=[O:20])[CH:16]=[CH:15][C:3]=1[O:4][C:5]1[CH:10]=[CH:9][N:8]=[CH:7][C:6]=1[C:11]#[C:12][CH2:13][NH2:14].Cl[CH2:23][C:24](Cl)=[O:25].[NH:27]1[CH2:31][CH2:30][CH2:29][C:28]1=O, predict the reaction product. The product is: [F:1][C:2]1[CH:18]=[C:17]([N+:19]([O-:21])=[O:20])[CH:16]=[CH:15][C:3]=1[O:4][C:5]1[CH:10]=[CH:9][N:8]=[CH:7][C:6]=1[C:11]#[C:12][CH2:13][NH:14][C:24](=[O:25])[CH2:23][N:27]1[CH2:31][CH2:30][CH2:29][CH2:28]1. (2) Given the reactants [CH3:1][C:2]([C:20]1[CH:25]=[CH:24][C:23]([C:26](=[NH:29])[NH:27][OH:28])=[CH:22][CH:21]=1)([C:6]1[CH:11]=[CH:10][C:9]([O:12][CH2:13][C:14]2[CH:19]=[CH:18][CH:17]=[CH:16][N:15]=2)=[CH:8][CH:7]=1)[CH:3]([CH3:5])[CH3:4].[C:30]([O:33][CH2:34][C:35](O)=[O:36])(=[O:32])[CH3:31].Cl.CN(C)CCCN=C=NCC.ON1C2C=CC=CC=2N=N1, predict the reaction product. The product is: [C:30]([O:33][CH2:34][C:35]([O:28]/[N:27]=[C:26](/[NH2:29])\[C:23]1[CH:24]=[CH:25][C:20]([C:2]([CH3:1])([C:6]2[CH:7]=[CH:8][C:9]([O:12][CH2:13][C:14]3[CH:19]=[CH:18][CH:17]=[CH:16][N:15]=3)=[CH:10][CH:11]=2)[CH:3]([CH3:5])[CH3:4])=[CH:21][CH:22]=1)=[O:36])(=[O:32])[CH3:31]. (3) Given the reactants [Cl:1][C:2]1[CH:11]=[CH:10][C:9]2[N:8]=[C:7]([N:12]3[CH2:17][CH2:16][CH:15]([C:18]([O:20][CH2:21][CH3:22])=[O:19])[CH2:14][CH2:13]3)[CH:6]=[CH:5][C:4]=2[C:3]=1[C:23](O)=[O:24].[CH3:26][C:27]1[CH:32]=[CH:31][CH:30]=[CH:29][C:28]=1[CH2:33][CH2:34][NH2:35], predict the reaction product. The product is: [CH2:21]([O:20][C:18]([CH:15]1[CH2:16][CH2:17][N:12]([C:7]2[CH:6]=[CH:5][C:4]3[C:9](=[CH:10][CH:11]=[C:2]([Cl:1])[C:3]=3[C:23]([NH:35][CH2:34][CH2:33][C:28]3[CH:29]=[CH:30][CH:31]=[CH:32][C:27]=3[CH3:26])=[O:24])[N:8]=2)[CH2:13][CH2:14]1)=[O:19])[CH3:22].